Predict the reaction yield, written as a fraction of the theoretical maximum amount of product (1.0 means a 100% yield; for example, 0.34 means a 34% yield). From a dataset of Reaction yield outcomes from USPTO patents with 853,638 reactions. (1) The reactants are C1(C(=[N:14][C:15]([CH2:23][CH3:24])([CH2:21][CH3:22])[C:16]([O:18][CH2:19][CH3:20])=[O:17])C2C=CC=CC=2)C=CC=CC=1.Cl. The catalyst is C(OCC)C.C([O-])(O)=O.[Na+]. The product is [NH2:14][C:15]([CH2:21][CH3:22])([CH2:23][CH3:24])[C:16]([O:18][CH2:19][CH3:20])=[O:17]. The yield is 0.920. (2) The reactants are [F:1][CH2:2][C:3]([C:7]1[O:11][N:10]=[C:9]([NH2:12])[CH:8]=1)([CH3:6])[CH2:4][F:5].Cl[C:14]([O:16][C:17]1[CH:22]=[CH:21][CH:20]=[CH:19][CH:18]=1)=[O:15].C([O-])([O-])=O.[K+].[K+]. The yield is 0.760. The catalyst is C1COCC1. The product is [F:5][CH2:4][C:3]([C:7]1[O:11][N:10]=[C:9]([NH:12][C:14](=[O:15])[O:16][C:17]2[CH:22]=[CH:21][CH:20]=[CH:19][CH:18]=2)[CH:8]=1)([CH3:6])[CH2:2][F:1].